Dataset: Full USPTO retrosynthesis dataset with 1.9M reactions from patents (1976-2016). Task: Predict the reactants needed to synthesize the given product. Given the product [CH:24]1[C:25]2[C:20](=[CH:19][CH:18]=[CH:17][CH:16]=2)[CH:21]=[CH:22][C:23]=1[CH2:28][S:15][C:13]1[O:14][C:10]([C:7]2[CH:8]=[CH:9][C:4]3[NH:3][CH:2]=[N:1][C:5]=3[CH:6]=2)=[N:11][N:12]=1, predict the reactants needed to synthesize it. The reactants are: [NH:1]1[C:5]2[CH:6]=[C:7]([C:10]3[O:14][C:13]([SH:15])=[N:12][N:11]=3)[CH:8]=[CH:9][C:4]=2[N:3]=[CH:2]1.[C:16]1(CBr)[C:25]2[C:20](=[CH:21][CH:22]=[CH:23][CH:24]=2)[CH:19]=[CH:18][CH:17]=1.[CH3:28]CO.